From a dataset of Full USPTO retrosynthesis dataset with 1.9M reactions from patents (1976-2016). Predict the reactants needed to synthesize the given product. (1) Given the product [NH2:21][C:18]1[CH:19]=[CH:20][C:15]([O:1][C:2]2[CH:3]=[C:4]([CH:9]=[CH:10][CH:11]=2)[C:5]([NH:7][CH3:8])=[O:6])=[CH:16][C:17]=1[N+:22]([O-:24])=[O:23], predict the reactants needed to synthesize it. The reactants are: [OH:1][C:2]1[CH:3]=[C:4]([CH:9]=[CH:10][CH:11]=1)[C:5]([NH:7][CH3:8])=[O:6].[H-].[Na+].Cl[C:15]1[CH:20]=[CH:19][C:18]([NH2:21])=[C:17]([N+:22]([O-:24])=[O:23])[CH:16]=1. (2) Given the product [C:16]([O:19][C:20]([N:4]1[CH2:5][CH2:6][CH2:7][CH:2]([OH:1])[CH2:3]1)=[O:21])([CH3:18])([CH3:17])[CH3:15], predict the reactants needed to synthesize it. The reactants are: [OH:1][CH:2]1[CH2:7][CH2:6][CH2:5][NH:4][CH2:3]1.CCN(CC)CC.[CH3:15][C:16]([O:19][C:20](O[C:20]([O:19][C:16]([CH3:18])([CH3:17])[CH3:15])=[O:21])=[O:21])([CH3:18])[CH3:17]. (3) The reactants are: C(O)(C(F)(F)F)=O.C(OC(=O)[NH:14][C:15]([CH3:44])([CH3:43])[CH2:16][C:17]1[O:21][N:20]=[C:19]([C:22]2[N:26]3[CH:27]=[C:28]([CH3:41])[CH:29]=[C:30]([O:31][CH2:32][C:33]4[C:38]([F:39])=[CH:37][CH:36]=[CH:35][C:34]=4[F:40])[C:25]3=[N:24][C:23]=2[CH3:42])[N:18]=1)(C)(C)C. Given the product [F:39][C:38]1[CH:37]=[CH:36][CH:35]=[C:34]([F:40])[C:33]=1[CH2:32][O:31][C:30]1[C:25]2[N:26]([C:22]([C:19]3[N:18]=[C:17]([CH2:16][C:15]([CH3:44])([NH2:14])[CH3:43])[O:21][N:20]=3)=[C:23]([CH3:42])[N:24]=2)[CH:27]=[C:28]([CH3:41])[CH:29]=1, predict the reactants needed to synthesize it. (4) Given the product [CH3:11][O:10][C:8]([C:6]1[CH:5]=[CH:4][C:3]([CH:12]([OH:13])[C:6]([C:8]([O:10][CH2:20][CH3:21])=[O:9])=[CH2:5])=[C:2]([Cl:1])[N:7]=1)=[O:9], predict the reactants needed to synthesize it. The reactants are: [Cl:1][C:2]1[N:7]=[C:6]([C:8]([O:10][CH3:11])=[O:9])[CH:5]=[CH:4][C:3]=1[CH:12]=[O:13].C1N2[CH2:20][CH2:21]N(CC2)C1.